Task: Predict the reaction yield, written as a fraction of the theoretical maximum amount of product (1.0 means a 100% yield; for example, 0.34 means a 34% yield).. Dataset: Reaction yield outcomes from USPTO patents with 853,638 reactions (1) The reactants are [Cl:1][C:2]1[CH:7]=[CH:6][N:5]=[C:4]2[NH:8][C:9]([C:11]3[CH:27]=[CH:26][C:14]([C:15]([NH:17][CH2:18][CH2:19][N:20]4[CH2:25][CH2:24][O:23][CH2:22][CH2:21]4)=[O:16])=[CH:13][CH:12]=3)=[N:10][C:3]=12.[CH3:28][O:29][C:30]1[CH:35]=[CH:34][C:33](B(O)O)=[CH:32][CH:31]=1.C(=O)([O-])[O-].[Na+].[Na+]. The catalyst is C1C=CC(P(C2C=CC=CC=2)[C-]2C=CC=C2)=CC=1.C1C=CC(P(C2C=CC=CC=2)[C-]2C=CC=C2)=CC=1.Cl[Pd]Cl.[Fe+2]. The product is [ClH:1].[CH3:28][O:29][C:30]1[CH:35]=[CH:34][C:33]([C:2]2[CH:7]=[CH:6][N:5]=[C:4]3[NH:8][C:9]([C:11]4[CH:27]=[CH:26][C:14]([C:15]([NH:17][CH2:18][CH2:19][N:20]5[CH2:25][CH2:24][O:23][CH2:22][CH2:21]5)=[O:16])=[CH:13][CH:12]=4)=[N:10][C:3]=23)=[CH:32][CH:31]=1. The yield is 0.0500. (2) The reactants are C[O:2][C:3](=[O:17])[CH:4]([O:6][C:7]1[CH:12]=[CH:11][C:10]([NH:13]C(=O)C)=[CH:9][CH:8]=1)[CH3:5]. The catalyst is Cl. The yield is 0.817. The product is [NH2:13][C:10]1[CH:9]=[CH:8][C:7]([O:6][CH:4]([CH3:5])[C:3]([OH:17])=[O:2])=[CH:12][CH:11]=1. (3) The yield is 0.850. The catalyst is C1COCC1.O.CO. The reactants are C[O:2][C:3]([C:5]1[CH:10]=[CH:9][N:8]=[C:7]2[NH:11][C:12]([C:14]3[CH:19]=[CH:18][CH:17]=[CH:16][CH:15]=3)=[N:13][C:6]=12)=[O:4].O[Li].O.Cl. The product is [C:14]1([C:12]2[NH:11][C:7]3=[N:8][CH:9]=[CH:10][C:5]([C:3]([OH:4])=[O:2])=[C:6]3[N:13]=2)[CH:15]=[CH:16][CH:17]=[CH:18][CH:19]=1. (4) The reactants are N[C:2]1[S:3][CH:4]=[C:5]([C:7]([OH:9])=[O:8])[N:6]=1.[ClH:10].N([O-])=O.[Na+].O. The product is [Cl:10][C:2]1[S:3][CH:4]=[C:5]([C:7]([OH:9])=[O:8])[N:6]=1. The catalyst is O1CCOCC1.[Cu](Cl)Cl.C(OCC)(=O)C. The yield is 0.550. (5) The reactants are C[Al](C)C.[CH:5]1([NH2:8])[CH2:7][CH2:6]1.C[O:10][C:11](=O)[C:12]1[CH:17]=[CH:16][C:15]([O:18][CH2:19][C:20]2[C:21]([C:27]3[CH:32]=[CH:31][C:30]([F:33])=[CH:29][CH:28]=3)=[N:22][O:23][C:24]=2[CH2:25][OH:26])=[N:14][CH:13]=1. The catalyst is O1CCOCC1. The product is [CH:5]1([NH:8][C:11](=[O:10])[C:12]2[CH:17]=[CH:16][C:15]([O:18][CH2:19][C:20]3[C:21]([C:27]4[CH:28]=[CH:29][C:30]([F:33])=[CH:31][CH:32]=4)=[N:22][O:23][C:24]=3[CH2:25][OH:26])=[N:14][CH:13]=2)[CH2:7][CH2:6]1. The yield is 0.420. (6) The reactants are [N:1]1([CH2:6][CH2:7][CH2:8][CH2:9][C:10]2[CH:15]=[CH:14][C:13]([OH:16])=[CH:12][CH:11]=2)[CH:5]=[CH:4][N:3]=[N:2]1.[H-].[Na+].Cl[CH2:20][C:21]1[C:22]([CH3:38])=[N:23][C:24]([C:27]2[CH:32]=[CH:31][C:30]([C:33]([F:36])([F:35])[F:34])=[CH:29][C:28]=2[F:37])=[CH:25][CH:26]=1.O. The catalyst is CN(C)C=O. The product is [F:37][C:28]1[CH:29]=[C:30]([C:33]([F:35])([F:36])[F:34])[CH:31]=[CH:32][C:27]=1[C:24]1[N:23]=[C:22]([CH3:38])[C:21]([CH2:20][O:16][C:13]2[CH:12]=[CH:11][C:10]([CH2:9][CH2:8][CH2:7][CH2:6][N:1]3[CH:5]=[CH:4][N:3]=[N:2]3)=[CH:15][CH:14]=2)=[CH:26][CH:25]=1. The yield is 0.770. (7) The reactants are C1(P(C2C=CC=CC=2)C2C=CC=CC=2)C=CC=CC=1.BrN1C(=O)CCC1=O.[CH:28]1([CH2:33][CH:34]([C:38]2[CH:43]=[CH:42][C:41]([Cl:44])=[C:40]([Cl:45])[CH:39]=2)[C:35]([OH:37])=O)[CH2:32][CH2:31][CH2:30][CH2:29]1.[NH2:46][C:47]1[O:48][C:49]2[CH:55]=[CH:54][CH:53]=[CH:52][C:50]=2[N:51]=1.N1C=CC=CC=1. The catalyst is C(Cl)Cl.O. The product is [O:48]1[C:49]2[CH:55]=[CH:54][CH:53]=[CH:52][C:50]=2[N:51]=[C:47]1[NH:46][C:35](=[O:37])[CH:34]([C:38]1[CH:43]=[CH:42][C:41]([Cl:44])=[C:40]([Cl:45])[CH:39]=1)[CH2:33][CH:28]1[CH2:29][CH2:30][CH2:31][CH2:32]1. The yield is 0.760. (8) The reactants are [CH2:1]([C@H:8]1[CH2:12][O:11][C:10](=[O:13])[NH:9]1)[C:2]1[CH:7]=[CH:6][CH:5]=[CH:4][CH:3]=1.[Li]CCCC.[F:19][C:20]1[CH:25]=[CH:24][C:23]([CH2:26][C:27](Cl)=[O:28])=[CH:22][CH:21]=1. The catalyst is C1COCC1. The product is [CH2:1]([C@H:8]1[CH2:12][O:11][C:10](=[O:13])[N:9]1[C:27](=[O:28])[CH2:26][C:23]1[CH:24]=[CH:25][C:20]([F:19])=[CH:21][CH:22]=1)[C:2]1[CH:3]=[CH:4][CH:5]=[CH:6][CH:7]=1. The yield is 0.810.